From a dataset of Full USPTO retrosynthesis dataset with 1.9M reactions from patents (1976-2016). Predict the reactants needed to synthesize the given product. (1) Given the product [CH3:1][O:2][C:3]1[CH:4]=[CH:5][C:6]2[CH2:12][CH2:11][CH2:10][CH2:9][N:8]([CH2:20][CH3:21])[C:7]=2[CH:13]=1, predict the reactants needed to synthesize it. The reactants are: [CH3:1][O:2][C:3]1[CH:4]=[CH:5][C:6]2[CH2:12][CH2:11][CH2:10][CH2:9][NH:8][C:7]=2[CH:13]=1.C([O-])([O-])=O.[K+].[K+].[C:20](#N)[CH3:21]. (2) Given the product [Cl:2][C:3]1[CH:4]=[C:5]([NH:10][C:11]([N:13]2[CH2:18][CH2:17][N:16]([C:32]([CH:28]3[O:29][CH2:30][CH2:31][N:26]([C:24]([O:23][C:19]([CH3:22])([CH3:21])[CH3:20])=[O:25])[CH2:27]3)=[O:33])[CH2:15][CH2:14]2)=[O:12])[CH:6]=[CH:7][C:8]=1[Cl:9], predict the reactants needed to synthesize it. The reactants are: Cl.[Cl:2][C:3]1[CH:4]=[C:5]([NH:10][C:11]([N:13]2[CH2:18][CH2:17][NH:16][CH2:15][CH2:14]2)=[O:12])[CH:6]=[CH:7][C:8]=1[Cl:9].[C:19]([O:23][C:24]([N:26]1[CH2:31][CH2:30][O:29][CH:28]([C:32](O)=[O:33])[CH2:27]1)=[O:25])([CH3:22])([CH3:21])[CH3:20].C(N(CC)C(C)C)(C)C.CN(C(ON1N=NC2C=CC=NC1=2)=[N+](C)C)C.F[P-](F)(F)(F)(F)F. (3) The reactants are: [Cl:1][C:2]1[CH:7]=[C:6]([OH:8])[CH:5]=[CH:4][C:3]=1[CH:9]([CH3:27])[C:10]([C:16]1[CH:17]=[CH:18][C:19]2[O:23][C:22](=[O:24])[N:21]([CH3:25])[C:20]=2[CH:26]=1)([OH:15])[C:11]([F:14])([F:13])[F:12].[CH3:28][O:29][C:30]([C:32]1[CH:33]=[N:34][C:35](Cl)=[N:36][CH:37]=1)=[O:31]. Given the product [CH3:28][O:29][C:30]([C:32]1[CH:33]=[N:34][C:35]([O:8][C:6]2[CH:5]=[CH:4][C:3]([CH:9]([CH3:27])[C:10]([OH:15])([C:16]3[CH:17]=[CH:18][C:19]4[O:23][C:22](=[O:24])[N:21]([CH3:25])[C:20]=4[CH:26]=3)[C:11]([F:12])([F:13])[F:14])=[C:2]([Cl:1])[CH:7]=2)=[N:36][CH:37]=1)=[O:31], predict the reactants needed to synthesize it. (4) Given the product [CH3:1][N:2]1[CH2:7][CH2:6][N:5]([CH2:8][CH2:9][CH2:10][NH:11][C:19]([NH2:21])=[NH:20])[CH2:4][CH2:3]1, predict the reactants needed to synthesize it. The reactants are: [CH3:1][N:2]1[CH2:7][CH2:6][N:5]([CH2:8][CH2:9][CH2:10][NH2:11])[CH2:4][CH2:3]1.S(O)(O)(=O)=O.CS[C:19](=[NH:21])[NH2:20].C(NC1N=C(C2C(C(C)C)=NN3C=CC=CC=23)C=CN=1)(C)C. (5) Given the product [NH2:14][CH2:2][CH2:3][CH2:4][O:5][C:6]1[CH:7]=[C:8]([NH2:12])[CH:9]=[CH:10][CH:11]=1, predict the reactants needed to synthesize it. The reactants are: Cl[CH2:2][CH2:3][CH2:4][O:5][C:6]1[CH:7]=[C:8]([NH2:12])[CH:9]=[CH:10][CH:11]=1.[OH-].[NH4+:14]. (6) Given the product [CH3:1][C:2]1([CH3:23])[C:11]2[C:6](=[CH:7][CH:8]=[C:9]([C:12]([F:15])([F:13])[F:14])[CH:10]=2)[NH:5][CH:4]([C:16]2[CH:17]=[C:18]([NH:22][S:33]([CH:31]([CH3:32])[CH3:30])(=[O:35])=[O:34])[CH:19]=[CH:20][CH:21]=2)[CH2:3]1, predict the reactants needed to synthesize it. The reactants are: [CH3:1][C:2]1([CH3:23])[C:11]2[C:6](=[CH:7][CH:8]=[C:9]([C:12]([F:15])([F:14])[F:13])[CH:10]=2)[NH:5][CH:4]([C:16]2[CH:17]=[C:18]([NH2:22])[CH:19]=[CH:20][CH:21]=2)[CH2:3]1.N1C=CC=CC=1.[CH3:30][CH:31]([S:33](Cl)(=[O:35])=[O:34])[CH3:32]. (7) Given the product [CH2:45]([O:52][C:26]([NH:23][C:14]1[C:13](=[O:20])[N:12]2[C@H:8]([C:6]([O:5][C:1]([CH3:2])([CH3:3])[CH3:4])=[O:7])[CH2:9][CH2:10][C:11]2=[N:16][CH:15]=1)=[O:35])[C:46]1[CH:51]=[CH:50][CH:49]=[CH:48][CH:47]=1, predict the reactants needed to synthesize it. The reactants are: [C:1]([O:5][C:6]([C@H:8]1[N:12]2[C:13](=[O:20])[C:14](C(O)=O)=[CH:15][N:16]=[C:11]2[CH2:10][CH2:9]1)=[O:7])([CH3:4])([CH3:3])[CH3:2].C([N:23]([CH2:26]C)CC)C.C1C=CC(P(N=[N+]=[N-])(C2C=CC=CC=2)=[O:35])=CC=1.[CH2:45]([OH:52])[C:46]1[CH:51]=[CH:50][CH:49]=[CH:48][CH:47]=1. (8) Given the product [Si:5]([O:24][CH2:23][CH:22]([NH:25][CH2:26][C:27]([O:29][C:30]([CH3:33])([CH3:32])[CH3:31])=[O:28])[C:19]1[CH:18]=[CH:17][C:16]([C:14]#[N:15])=[CH:21][CH:20]=1)([C:1]([CH3:4])([CH3:3])[CH3:2])([CH3:7])[CH3:6], predict the reactants needed to synthesize it. The reactants are: [C:1]([Si:5](Cl)([CH3:7])[CH3:6])([CH3:4])([CH3:3])[CH3:2].N1C=CN=C1.[C:14]([C:16]1[CH:21]=[CH:20][C:19]([CH:22]([NH:25][CH2:26][C:27]([O:29][C:30]([CH3:33])([CH3:32])[CH3:31])=[O:28])[CH2:23][OH:24])=[CH:18][CH:17]=1)#[N:15].